This data is from Forward reaction prediction with 1.9M reactions from USPTO patents (1976-2016). The task is: Predict the product of the given reaction. (1) The product is: [Br:1][C:2]1[CH:10]=[CH:9][CH:8]=[C:7]2[C:3]=1[CH:4]=[CH:5][N:6]2[S:17]([C:11]1[CH:16]=[CH:15][CH:14]=[CH:13][CH:12]=1)(=[O:19])=[O:18]. Given the reactants [Br:1][C:2]1[CH:10]=[CH:9][CH:8]=[C:7]2[C:3]=1[CH:4]=[CH:5][NH:6]2.[C:11]1([S:17](Cl)(=[O:19])=[O:18])[CH:16]=[CH:15][CH:14]=[CH:13][CH:12]=1, predict the reaction product. (2) Given the reactants [C:1]([O:5][C:6]([N:8]1[CH2:13][CH2:12][CH:11]([C:14]2[S:15][C:16]([CH3:22])=[C:17]([CH:19]([OH:21])[CH3:20])[N:18]=2)[CH2:10][CH2:9]1)=[O:7])([CH3:4])([CH3:3])[CH3:2].[CH3:23][S:24]([C:27]1[CH:32]=[CH:31][C:30](O)=[CH:29][CH:28]=1)(=[O:26])=[O:25].C1C=CC(P(C2C=CC=CC=2)C2C=CC=CC=2)=CC=1.CCOC(/N=N/C(OCC)=O)=O, predict the reaction product. The product is: [C:1]([O:5][C:6]([N:8]1[CH2:9][CH2:10][CH:11]([C:14]2[S:15][C:16]([CH3:22])=[C:17]([CH:19]([O:21][C:30]3[CH:31]=[CH:32][C:27]([S:24]([CH3:23])(=[O:26])=[O:25])=[CH:28][CH:29]=3)[CH3:20])[N:18]=2)[CH2:12][CH2:13]1)=[O:7])([CH3:3])([CH3:4])[CH3:2]. (3) Given the reactants I([O-])(=O)(=O)=[O:2].[Na+].[C:7]([NH:11][CH2:12][C:13]1[C:14]([F:43])=[C:15]([F:42])[C:16]([NH:33][C:34]2[CH:39]=[CH:38][C:37]([I:40])=[CH:36][C:35]=2[F:41])=[C:17]([CH:32]=1)[C:18]([NH:20][O:21][CH2:22][CH2:23][O:24][Si:25]([C:28]([CH3:31])([CH3:30])[CH3:29])([CH3:27])[CH3:26])=[O:19])(=[O:10])[CH:8]=C, predict the reaction product. The product is: [C:28]([Si:25]([CH3:27])([CH3:26])[O:24][CH2:23][CH2:22][O:21][NH:20][C:18](=[O:19])[C:17]1[CH:32]=[C:13]([CH2:12][NH:11][C:7](=[O:10])[CH:8]=[O:2])[C:14]([F:43])=[C:15]([F:42])[C:16]=1[NH:33][C:34]1[CH:39]=[CH:38][C:37]([I:40])=[CH:36][C:35]=1[F:41])([CH3:31])([CH3:29])[CH3:30]. (4) Given the reactants [Br:1][C:2]1[CH:7]=[CH:6][C:5]([C:8]2([N:23]([CH3:25])[CH3:24])[CH2:13][CH2:12][C:11](CCC3C=CC=CC=3)([OH:14])[CH2:10][CH2:9]2)=[CH:4][CH:3]=1.C(OCC)C.Cl.[OH-].[Na+], predict the reaction product. The product is: [Br:1][C:2]1[CH:3]=[CH:4][C:5]([C:8]2([N:23]([CH3:25])[CH3:24])[CH2:9][CH2:10][C:11](=[O:14])[CH2:12][CH2:13]2)=[CH:6][CH:7]=1. (5) Given the reactants Br[C:2]1[CH:7]=[CH:6][N:5]=[C:4]([NH2:8])[CH:3]=1.[B:9]1([B:9]2[O:13][C:12]([CH3:15])([CH3:14])[C:11]([CH3:17])([CH3:16])[O:10]2)[O:13][C:12]([CH3:15])([CH3:14])[C:11]([CH3:17])([CH3:16])[O:10]1.C([O-])(=O)C.[K+].CC(C1C=C(C(C)C)C(C2C=CC=CC=2P(C2CCCCC2)C2CCCCC2)=C(C(C)C)C=1)C, predict the reaction product. The product is: [CH3:16][C:11]1([CH3:17])[C:12]([CH3:15])([CH3:14])[O:13][B:9]([C:2]2[CH:7]=[CH:6][N:5]=[C:4]([NH2:8])[CH:3]=2)[O:10]1. (6) Given the reactants Br[CH2:2][C:3]1[N:8]([CH2:9][CH2:10][C:11]2[CH:23]=[CH:22][C:14]([C:15]([O:17][C:18]([CH3:21])([CH3:20])[CH3:19])=[O:16])=[CH:13][CH:12]=2)[C:7](=[O:24])[C:6]([Cl:25])=[CH:5][C:4]=1[Cl:26].Cl.[Cl:28][C:29]1[C:30]([CH3:37])=[C:31]([CH:34]=[CH:35][CH:36]=1)[NH:32][CH3:33].C(N(C(C)C)C(C)C)C.C(=O)([O-])[O-].[K+].[K+], predict the reaction product. The product is: [Cl:25][C:6]1[C:7](=[O:24])[N:8]([CH2:9][CH2:10][C:11]2[CH:23]=[CH:22][C:14]([C:15]([O:17][C:18]([CH3:21])([CH3:20])[CH3:19])=[O:16])=[CH:13][CH:12]=2)[C:3]([CH2:2][N:32]([C:31]2[CH:34]=[CH:35][CH:36]=[C:29]([Cl:28])[C:30]=2[CH3:37])[CH3:33])=[C:4]([Cl:26])[CH:5]=1. (7) Given the reactants Cl.[CH3:2][N:3]1[C:12]2[C:7](=[CH:8][CH:9]=[CH:10][C:11]=2[N:13]2[CH2:18][CH2:17][NH:16][CH2:15][CH2:14]2)[CH2:6][CH2:5][C:4]1=[O:19].[O:20]=[C:21]1[NH:30][C:29]2[N:28]=[C:27]([O:31][CH2:32][CH2:33][CH2:34][CH:35]=O)[CH:26]=[CH:25][C:24]=2[CH2:23][CH2:22]1, predict the reaction product. The product is: [CH3:2][N:3]1[C:12]2[C:7](=[CH:8][CH:9]=[CH:10][C:11]=2[N:13]2[CH2:18][CH2:17][N:16]([CH2:35][CH2:34][CH2:33][CH2:32][O:31][C:27]3[N:28]=[C:29]4[C:24]([CH2:23][CH2:22][C:21](=[O:20])[NH:30]4)=[CH:25][CH:26]=3)[CH2:15][CH2:14]2)[CH2:6][CH2:5][C:4]1=[O:19].